This data is from NCI-60 drug combinations with 297,098 pairs across 59 cell lines. The task is: Regression. Given two drug SMILES strings and cell line genomic features, predict the synergy score measuring deviation from expected non-interaction effect. Drug 1: C1CCC(C1)C(CC#N)N2C=C(C=N2)C3=C4C=CNC4=NC=N3. Cell line: SK-MEL-2. Drug 2: C#CCC(CC1=CN=C2C(=N1)C(=NC(=N2)N)N)C3=CC=C(C=C3)C(=O)NC(CCC(=O)O)C(=O)O. Synergy scores: CSS=-4.59, Synergy_ZIP=1.71, Synergy_Bliss=-4.16, Synergy_Loewe=-11.3, Synergy_HSA=-10.0.